Dataset: Forward reaction prediction with 1.9M reactions from USPTO patents (1976-2016). Task: Predict the product of the given reaction. (1) Given the reactants [Cl:1][C:2]1[C:10]2[C:5](=[CH:6][CH:7]=[CH:8][CH:9]=2)[NH:4][N:3]=1.[NH:11]1[CH2:16][CH2:15][NH:14][CH2:13][CH2:12]1, predict the reaction product. The product is: [ClH:1].[N:11]1([C:2]2[C:10]3[C:5](=[CH:6][CH:7]=[CH:8][CH:9]=3)[NH:4][N:3]=2)[CH2:16][CH2:15][NH:14][CH2:13][CH2:12]1. (2) Given the reactants [H-].C([Al+]CC(C)C)C(C)C.C([O:13][C:14]([C:16]1[C:20]([S:21][CH2:22][C:23]2[CH:28]=[CH:27][CH:26]=[CH:25][CH:24]=2)=[C:19]([N+:29]([O-:31])=[O:30])[S:18][CH:17]=1)=O)C.O.C(O)(=O)[C@@H]([C@H](C(O)=O)O)O, predict the reaction product. The product is: [CH2:22]([S:21][C:20]1[C:16]([CH2:14][OH:13])=[CH:17][S:18][C:19]=1[N+:29]([O-:31])=[O:30])[C:23]1[CH:28]=[CH:27][CH:26]=[CH:25][CH:24]=1. (3) Given the reactants [C:1]([C:3]1[CH:4]=[C:5]([CH:27]=[CH:28][C:29]=1[CH3:30])[C:6]([NH:8][C:9]1[CH:14]=[CH:13][C:12]([CH2:15][N:16]2[CH2:21][CH2:20][N:19]([CH3:22])[CH2:18][CH2:17]2)=[C:11]([C:23]([F:26])([F:25])[F:24])[CH:10]=1)=[O:7])#[CH:2].[NH2:31][C:32]1[C:41]2[C:36](=[CH:37][C:38](Br)=[CH:39][CH:40]=2)[N:35]=[CH:34][N:33]=1, predict the reaction product. The product is: [NH2:31][C:32]1[C:41]2[C:36](=[CH:37][C:38]([C:2]#[C:1][C:3]3[CH:4]=[C:5]([CH:27]=[CH:28][C:29]=3[CH3:30])[C:6]([NH:8][C:9]3[CH:14]=[CH:13][C:12]([CH2:15][N:16]4[CH2:17][CH2:18][N:19]([CH3:22])[CH2:20][CH2:21]4)=[C:11]([C:23]([F:25])([F:24])[F:26])[CH:10]=3)=[O:7])=[CH:39][CH:40]=2)[N:35]=[CH:34][N:33]=1. (4) Given the reactants O=[C:2]1[N:7]=[CH:6][C:5]([C:8]([O:10][CH2:11][CH3:12])=[O:9])=[CH:4][NH:3]1.O=P(Cl)(Cl)[Cl:15], predict the reaction product. The product is: [Cl:15][C:2]1[N:7]=[CH:6][C:5]([C:8]([O:10][CH2:11][CH3:12])=[O:9])=[CH:4][N:3]=1. (5) Given the reactants [CH2:1]1[C:9]2[C:4](=[CH:5][CH:6]=[CH:7][CH:8]=2)[CH2:3][N:2]1[C:10]1[N:11]=[C:12]2[C:18]([C:19](=[O:24])[C:20]([CH3:23])([CH3:22])[CH3:21])=[CH:17][N:16](COCC[Si](C)(C)C)[C:13]2=[N:14][CH:15]=1.CCCC[N+](CCCC)(CCCC)CCCC.[F-], predict the reaction product. The product is: [CH2:1]1[C:9]2[C:4](=[CH:5][CH:6]=[CH:7][CH:8]=2)[CH2:3][N:2]1[C:10]1[N:11]=[C:12]2[C:18]([C:19](=[O:24])[C:20]([CH3:22])([CH3:21])[CH3:23])=[CH:17][NH:16][C:13]2=[N:14][CH:15]=1. (6) Given the reactants Cl[C:2]1[C:11]2[C:6](=[CH:7][CH:8]=[CH:9][CH:10]=2)[CH:5]=[C:4]([NH:12][C:13]2[CH:17]=[C:16]([CH3:18])[NH:15][N:14]=2)[N:3]=1.[F:19][C:20]1[CH:21]=[C:22](B(O)O)[CH:23]=[CH:24][CH:25]=1, predict the reaction product. The product is: [F:19][C:20]1[CH:25]=[C:24]([C:2]2[C:11]3[C:6](=[CH:7][CH:8]=[CH:9][CH:10]=3)[CH:5]=[C:4]([NH:12][C:13]3[CH:17]=[C:16]([CH3:18])[NH:15][N:14]=3)[N:3]=2)[CH:23]=[CH:22][CH:21]=1. (7) Given the reactants [CH2:1]([N:8]1[CH2:13][CH2:12][N:11]([C:14]([C:16]2[N:17]=[CH:18][N:19]([C@H:27]3[CH2:32][CH2:31][CH2:30][CH2:29][C@@H:28]3[NH:33]C(=O)OC(C)(C)C)[C:20]=2[C:21]2[CH:26]=[CH:25][CH:24]=[CH:23][CH:22]=2)=[O:15])[C@H:10]([CH2:41][C:42]2[CH:47]=[C:46]([F:48])[CH:45]=[C:44]([F:49])[CH:43]=2)[CH2:9]1)[C:2]1[CH:7]=[CH:6][CH:5]=[CH:4][CH:3]=1.C(OCC)(=O)C.Cl, predict the reaction product. The product is: [CH2:1]([N:8]1[CH2:13][CH2:12][N:11]([C:14]([C:16]2[N:17]=[CH:18][N:19]([C@H:27]3[CH2:32][CH2:31][CH2:30][CH2:29][C@@H:28]3[NH2:33])[C:20]=2[C:21]2[CH:22]=[CH:23][CH:24]=[CH:25][CH:26]=2)=[O:15])[C@H:10]([CH2:41][C:42]2[CH:47]=[C:46]([F:48])[CH:45]=[C:44]([F:49])[CH:43]=2)[CH2:9]1)[C:2]1[CH:7]=[CH:6][CH:5]=[CH:4][CH:3]=1. (8) Given the reactants [CH3:1][C:2]([CH2:6][CH2:7][CH:8]=[C:9]([CH3:12])[CH2:10][CH3:11])=[CH:3][CH:4]=[O:5].[H][H], predict the reaction product. The product is: [CH3:1][CH:2]([CH2:6][CH2:7][CH2:8][CH:9]([CH3:12])[CH2:10][CH3:11])[CH2:3][CH2:4][OH:5]. (9) Given the reactants Br[C:2]1[S:3][C:4]([Cl:7])=[CH:5][CH:6]=1.[S:8]1[CH:12]=[CH:11][CH:10]=[C:9]1B(O)O.C(=O)([O-])[O-].[Na+].[Na+], predict the reaction product. The product is: [Cl:7][C:4]1[S:3][C:2]([C:9]2[S:8][CH:12]=[CH:11][CH:10]=2)=[CH:6][CH:5]=1. (10) Given the reactants CN(C)[CH:3]=[CH:4][C:5]([C:7]1[C:12](=[O:13])[C:11]([O:14][CH3:15])=[CH:10][N:9]([C:16]2[CH:21]=[CH:20][C:19]([N:22]3[CH:26]=[CH:25][CH:24]=[N:23]3)=[CH:18][C:17]=2[F:27])[N:8]=1)=O.Cl.[F:30][C:31]([F:42])([F:41])[O:32][C:33]1[CH:34]=[C:35]([NH:39][NH2:40])[CH:36]=[CH:37][CH:38]=1.C(O)(C(F)(F)F)=O, predict the reaction product. The product is: [F:27][C:17]1[CH:18]=[C:19]([N:22]2[CH:26]=[CH:25][CH:24]=[N:23]2)[CH:20]=[CH:21][C:16]=1[N:9]1[CH:10]=[C:11]([O:14][CH3:15])[C:12](=[O:13])[C:7]([C:5]2[N:39]([C:35]3[CH:36]=[CH:37][CH:38]=[C:33]([O:32][C:31]([F:41])([F:42])[F:30])[CH:34]=3)[N:40]=[CH:3][CH:4]=2)=[N:8]1.